From a dataset of NCI-60 drug combinations with 297,098 pairs across 59 cell lines. Regression. Given two drug SMILES strings and cell line genomic features, predict the synergy score measuring deviation from expected non-interaction effect. (1) Cell line: MCF7. Drug 2: C1C(C(OC1N2C=NC3=C2NC=NCC3O)CO)O. Drug 1: C1=CC(=CC=C1CC(C(=O)O)N)N(CCCl)CCCl.Cl. Synergy scores: CSS=14.6, Synergy_ZIP=-7.56, Synergy_Bliss=-2.45, Synergy_Loewe=-2.53, Synergy_HSA=-2.20. (2) Drug 1: C1=C(C(=O)NC(=O)N1)N(CCCl)CCCl. Drug 2: CC1=C2C(C(=O)C3(C(CC4C(C3C(C(C2(C)C)(CC1OC(=O)C(C(C5=CC=CC=C5)NC(=O)OC(C)(C)C)O)O)OC(=O)C6=CC=CC=C6)(CO4)OC(=O)C)O)C)O. Cell line: PC-3. Synergy scores: CSS=9.48, Synergy_ZIP=-12.9, Synergy_Bliss=-12.6, Synergy_Loewe=-21.0, Synergy_HSA=-9.05. (3) Drug 1: C1=CC(=C2C(=C1NCCNCCO)C(=O)C3=C(C=CC(=C3C2=O)O)O)NCCNCCO. Drug 2: C1=CC=C(C=C1)NC(=O)CCCCCCC(=O)NO. Cell line: ACHN. Synergy scores: CSS=43.2, Synergy_ZIP=-2.87, Synergy_Bliss=-2.69, Synergy_Loewe=-17.7, Synergy_HSA=-0.935. (4) Drug 1: CC(C1=C(C=CC(=C1Cl)F)Cl)OC2=C(N=CC(=C2)C3=CN(N=C3)C4CCNCC4)N. Drug 2: C1=CC(=CC=C1CCCC(=O)O)N(CCCl)CCCl. Cell line: SNB-75. Synergy scores: CSS=2.52, Synergy_ZIP=-3.89, Synergy_Bliss=0.553, Synergy_Loewe=-1.80, Synergy_HSA=-0.0228.